This data is from Serine/threonine kinase 33 screen with 319,792 compounds. The task is: Binary Classification. Given a drug SMILES string, predict its activity (active/inactive) in a high-throughput screening assay against a specified biological target. (1) The drug is Clc1ccc(CN\C=C2\C(=NNC2=O)C(F)(F)F)cc1. The result is 0 (inactive). (2) The result is 0 (inactive). The molecule is S(=O)(=O)(NCC)c1ccc(CCC(=O)Nc2cc3OCCOc3cc2)cc1. (3) The compound is FC(F)(F)c1cc2n(c3[n+](CCCCC3)c2cc1)Cc1c(cc(C(C)(C)C)cc1C)C. The result is 0 (inactive). (4) The drug is o\1[nH]c(nc1=C1/C(=O)C=CC=C1)c1ccc(N(C)C)cc1. The result is 0 (inactive). (5) The drug is O=C1N(CC(NC(=O)NCC(C)C)C1)c1ccc(OC)cc1. The result is 0 (inactive). (6) The drug is O(c1cc(/C=C\C(=O)c2cc([N+]([O-])=O)c(cc2)C)ccc1)C. The result is 0 (inactive). (7) The compound is Fc1c(NC(=O)NC2CC2)cccc1. The result is 0 (inactive). (8) The drug is Clc1ccc(NC(CNS(=O)(=O)c2ccccc2)c2ccccc2)cc1. The result is 0 (inactive). (9) The compound is S=C(N(C1CCN(CC1)C)C)Nc1cc(OC)ccc1. The result is 0 (inactive).